Dataset: Peptide-MHC class I binding affinity with 185,985 pairs from IEDB/IMGT. Task: Regression. Given a peptide amino acid sequence and an MHC pseudo amino acid sequence, predict their binding affinity value. This is MHC class I binding data. (1) The peptide sequence is FLLRHYYNK. The MHC is HLA-A33:01 with pseudo-sequence HLA-A33:01. The binding affinity (normalized) is 0.295. (2) The peptide sequence is RTNDLTALL. The MHC is HLA-A02:01 with pseudo-sequence HLA-A02:01. The binding affinity (normalized) is 0.457. (3) The peptide sequence is PVNDLKYSW. The MHC is HLA-B53:01 with pseudo-sequence HLA-B53:01. The binding affinity (normalized) is 0.384.